Dataset: Full USPTO retrosynthesis dataset with 1.9M reactions from patents (1976-2016). Task: Predict the reactants needed to synthesize the given product. (1) Given the product [F:1][C:2]1[CH:3]=[C:4]2[C:8](=[CH:9][CH:10]=1)[NH:7][C:6]([C:11]1[O:12][CH:26]=[N:25][CH:24]=1)=[CH:5]2, predict the reactants needed to synthesize it. The reactants are: [F:1][C:2]1[CH:3]=[C:4]2[C:8](=[CH:9][CH:10]=1)[NH:7][C:6]([CH:11]=[O:12])=[CH:5]2.CO.C1(C)C=CC(S([CH2:24][N+:25]#[C-:26])(=O)=O)=CC=1.C(=O)([O-])[O-].[K+].[K+]. (2) The reactants are: C(OC(N1C[C@H:10](O)[CH2:9][C@H:8]1[CH2:13]O[Si](C(C)(C)C)(C)C)=O)C=C.C(OC1C=C(OC)C(C(N2CC(=C)CC2CO[Si](C(C)(C)C)(C)C)=O)=CC=1[N+]([O-])=O)CCOC1C=C(OC)C(C(N2CC(=C)CC2CO[Si](C(C)(C)C)(C)C)=O)=CC=1[N+]([O-])=O.[CH2:83]([O:86][C:87]([N:89]1[CH2:93][C@H:92]([OH:94])[CH2:91][C@H:90]1[C:95]([OH:97])=[O:96])=[O:88])[CH:84]=[CH2:85].C(OC(N1C[C@H](O)C[C@H]1CO)=O)C=C.NC1C=CC(I)=CC=1C(N1CC(=C)C[C@H]1CO)=O. Given the product [CH2:83]([O:86][C:87]([N:89]1[CH2:93][C@H:92]([OH:94])[CH2:91][C@H:90]1[C:95]([OH:97])=[O:96])=[O:88])[C:84]1[CH:10]=[CH:9][CH:8]=[CH:13][CH:85]=1, predict the reactants needed to synthesize it. (3) Given the product [CH3:32][C:31]1[CH:30]=[C:29]([CH3:33])[CH:28]=[C:27]([CH3:34])[C:26]=1[NH:23][C:24]([NH:1][C:2]1[C:3]([C:12]([NH:14][C@H:15]([C:19]([O:21][CH3:22])=[O:20])[CH2:16][CH2:17][CH3:18])=[O:13])=[CH:4][C:5]2[C:10]([CH:11]=1)=[CH:9][CH:8]=[CH:7][CH:6]=2)=[O:25], predict the reactants needed to synthesize it. The reactants are: [NH2:1][C:2]1[C:3]([C:12]([NH:14][C@H:15]([C:19]([O:21][CH3:22])=[O:20])[CH2:16][CH2:17][CH3:18])=[O:13])=[CH:4][C:5]2[C:10]([CH:11]=1)=[CH:9][CH:8]=[CH:7][CH:6]=2.[N:23]([C:26]1[C:31]([CH3:32])=[CH:30][C:29]([CH3:33])=[CH:28][C:27]=1[CH3:34])=[C:24]=[O:25]. (4) Given the product [C:1]([O:5][C:6](=[O:7])[NH:8][C@@H:9]([CH2:13][C:14]1[CH:19]=[CH:18][C:17]([O:20][CH2:21][CH2:22][CH2:23][CH:24]2[CH2:25][CH2:26][N:27]([C:30]3[O:34][N:33]=[C:32]([CH:35]([CH3:37])[CH3:36])[N:31]=3)[CH2:28][CH2:29]2)=[CH:16][C:15]=1[CH3:38])[C:10]([N:39]1[CH2:43][CH2:42][CH2:41][C@H:40]1[C:44](=[O:45])[NH2:46])=[O:12])([CH3:3])([CH3:2])[CH3:4], predict the reactants needed to synthesize it. The reactants are: [C:1]([O:5][C:6]([NH:8][C@@H:9]([CH2:13][C:14]1[CH:19]=[CH:18][C:17]([O:20][CH2:21][CH2:22][CH2:23][CH:24]2[CH2:29][CH2:28][N:27]([C:30]3[O:34][N:33]=[C:32]([CH:35]([CH3:37])[CH3:36])[N:31]=3)[CH2:26][CH2:25]2)=[CH:16][C:15]=1[CH3:38])[C:10]([OH:12])=O)=[O:7])([CH3:4])([CH3:3])[CH3:2].[NH:39]1[CH2:43][CH2:42][CH2:41][C@H:40]1[C:44]([NH2:46])=[O:45]. (5) Given the product [ClH:15].[CH:2]([N:1]1[CH2:19][C:17]([CH3:20])([OH:18])[CH2:16]1)([C:3]1[CH:8]=[CH:7][CH:6]=[CH:5][CH:4]=1)[C:9]1[CH:14]=[CH:13][CH:12]=[CH:11][CH:10]=1, predict the reactants needed to synthesize it. The reactants are: [NH2:1][CH:2]([C:9]1[CH:14]=[CH:13][CH:12]=[CH:11][CH:10]=1)[C:3]1[CH:8]=[CH:7][CH:6]=[CH:5][CH:4]=1.[Cl:15][CH2:16][C:17]1([CH3:20])[CH2:19][O:18]1. (6) Given the product [C:1]([O:5][C:6]([N:8]1[CH2:13][CH2:12][N:11]([C:14]2[CH:15]=[C:16]([N:20]3[CH2:29][C@H:28]4[N:24]([CH2:25][CH2:26][CH2:27]4)[C:23]4[N:30]=[C:31]([NH:34][CH2:35][CH3:36])[N:32]=[CH:33][C:22]=4[C:21]3=[O:37])[CH:17]=[CH:18][CH:19]=2)[CH2:10][CH2:9]1)=[O:7])([CH3:4])([CH3:3])[CH3:2], predict the reactants needed to synthesize it. The reactants are: [C:1]([O:5][C:6]([N:8]1[CH2:13][CH2:12][N+:11]([O-])([C:14]2[CH:19]=[CH:18][CH:17]=[C:16]([N:20]3[CH2:29][C@H:28]4[N:24]([CH2:25][CH2:26][CH2:27]4)[C:23]4[N:30]=[C:31]([NH:34][CH2:35][CH3:36])[N:32]=[CH:33][C:22]=4[C:21]3=[O:37])[CH:15]=2)[CH2:10][CH2:9]1)=[O:7])([CH3:4])([CH3:3])[CH3:2].[H][H]. (7) Given the product [F:17][C:14]1[CH:15]=[CH:16][C:11]([C:9](=[O:10])[CH2:8][C:6]2[CH:5]=[CH:4][N:3]=[C:2]([NH:7][CH:6]([CH3:8])[CH3:5])[N:7]=2)=[CH:12][CH:13]=1, predict the reactants needed to synthesize it. The reactants are: Cl[C:2]1[N:7]=[C:6]([CH2:8][C:9]([C:11]2[CH:16]=[CH:15][C:14]([F:17])=[CH:13][CH:12]=2)=[O:10])[CH:5]=[CH:4][N:3]=1. (8) The reactants are: [N:1]1([C:10]2[S:14][C:13]([C:15]([O:17][CH3:18])=[O:16])=[C:12]([OH:19])[CH:11]=2)[C:5]2[CH:6]=[CH:7][CH:8]=[CH:9][C:4]=2[N:3]=[CH:2]1.C(=O)([O-])[O-].[K+].[K+].Br[CH2:27][C:28]1[C:29]([CH3:34])=[CH:30][CH:31]=[CH:32][CH:33]=1. Given the product [N:1]1([C:10]2[S:14][C:13]([C:15]([O:17][CH3:18])=[O:16])=[C:12]([O:19][CH2:27][C:28]3[CH:33]=[CH:32][CH:31]=[CH:30][C:29]=3[CH3:34])[CH:11]=2)[C:5]2[CH:6]=[CH:7][CH:8]=[CH:9][C:4]=2[N:3]=[CH:2]1, predict the reactants needed to synthesize it.